The task is: Predict the reactants needed to synthesize the given product.. This data is from Retrosynthesis with 50K atom-mapped reactions and 10 reaction types from USPTO. (1) The reactants are: CCCCCC(C(=O)O)c1ccc2c(c1)C(C)(C)CCS2. Given the product CCCCCC(CO)c1ccc2c(c1)C(C)(C)CCS2, predict the reactants needed to synthesize it. (2) Given the product COC(=O)c1ccc2ccn(C(=O)OC(C)(C)C)c2c1, predict the reactants needed to synthesize it. The reactants are: CC(C)(C)OC(=O)OC(=O)OC(C)(C)C.COC(=O)c1ccc2cc[nH]c2c1. (3) Given the product COCCOc1cccc(Nc2ccc(Oc3ccc(F)cc3)cn2)c1, predict the reactants needed to synthesize it. The reactants are: COCCOc1cccc(N)c1.Fc1ccc(Oc2ccc(Cl)nc2)cc1. (4) The reactants are: C1CNCCN1.CC1CN(c2nc(Cl)nc3c(SCc4ccccc4)ncnc23)CCO1. Given the product CC1CN(c2nc(N3CCNCC3)nc3c(SCc4ccccc4)ncnc23)CCO1, predict the reactants needed to synthesize it. (5) Given the product N#CCCCOc1ccc(C(=O)Nc2ccc(-n3nc(-c4cccnc4)cc3C#N)cc2)cc1, predict the reactants needed to synthesize it. The reactants are: N#CCCCOc1ccc(C(=O)O)cc1.N#Cc1cc(-c2cccnc2)nn1-c1ccc(N)cc1. (6) Given the product COc1ccccc1-c1cc(Cl)ncn1, predict the reactants needed to synthesize it. The reactants are: COc1ccccc1B(O)O.Clc1cc(Cl)ncn1. (7) Given the product NC(=O)CN1CCC(c2cccc(NC(=O)N3c4nc(-c5cccc(C(F)(F)F)c5)ccc4N4CC[C@H]3C4)c2)C1, predict the reactants needed to synthesize it. The reactants are: NC(=O)CCl.O=C(Nc1cccc(C2CCNC2)c1)N1c2nc(-c3cccc(C(F)(F)F)c3)ccc2N2CC[C@H]1C2. (8) Given the product CC(=O)c1ccc(C2=CCC(C)(C)CC2)c(N)c1, predict the reactants needed to synthesize it. The reactants are: CC(=O)c1ccc(C2=CCC(C)(C)CC2)c([N+](=O)[O-])c1. (9) Given the product CCOC(=O)c1c(Cl)c(C)nn1CC(=O)N1CCN(c2ccc(F)cc2)CC1, predict the reactants needed to synthesize it. The reactants are: CCOC(=O)c1[nH]nc(C)c1Cl.O=C(CCl)N1CCN(c2ccc(F)cc2)CC1.